This data is from Reaction yield outcomes from USPTO patents with 853,638 reactions. The task is: Predict the reaction yield, written as a fraction of the theoretical maximum amount of product (1.0 means a 100% yield; for example, 0.34 means a 34% yield). (1) The reactants are Br[CH:2]1[CH2:6][CH2:5][C:4](=[O:7])[N:3]1[CH2:8][C:9]#[N:10].Cl.[CH3:12][O:13][C:14]1[CH:19]=[CH:18][C:17]([C:20]([CH:22]2[CH2:27][CH2:26][NH:25][CH2:24][CH2:23]2)=[O:21])=[CH:16][CH:15]=1.C(N(CC)CC)C. The catalyst is C(#N)C. The product is [CH3:12][O:13][C:14]1[CH:15]=[CH:16][C:17]([C:20]([CH:22]2[CH2:27][CH2:26][N:25]([CH:5]3[CH2:6][CH2:2][N:3]([CH2:8][C:9]#[N:10])[C:4]3=[O:7])[CH2:24][CH2:23]2)=[O:21])=[CH:18][CH:19]=1. The yield is 0.740. (2) The reactants are [N:1]1[C:10]2[C:9](=O)[CH2:8][CH2:7][CH2:6][C:5]=2[CH:4]=[CH:3][CH:2]=1.[CH3:12][C@@H:13]([NH2:20])[C:14]1[CH:19]=[CH:18][CH:17]=[CH:16][CH:15]=1. The catalyst is CO.C[C@@H](N)C1C=CC=CC=1. The product is [N:1]1[C:10]2[C:9](=[N:20][C@@H:13]([C:14]3[CH:19]=[CH:18][CH:17]=[CH:16][CH:15]=3)[CH3:12])[CH2:8][CH2:7][CH2:6][C:5]=2[CH:4]=[CH:3][CH:2]=1. The yield is 0.950. (3) The reactants are [Li+].[CH3:2][CH:3]([N-]C(C)C)[CH3:4].[CH2:9]([O:11][C:12](=[O:38])[CH2:13][C:14]1[CH:15]=[C:16]([C:28]2[CH:33]=[CH:32][C:31]([C:34]([F:37])([F:36])[F:35])=[CH:30][CH:29]=2)[CH:17]=[C:18]([O:20][CH2:21][C:22]2[CH:27]=[CH:26][CH:25]=[CH:24][CH:23]=2)[CH:19]=1)[CH3:10].ICCC.[Cl-].[NH4+]. The catalyst is C1COCC1. The product is [CH2:9]([O:11][C:12](=[O:38])[CH:13]([C:14]1[CH:15]=[C:16]([C:28]2[CH:29]=[CH:30][C:31]([C:34]([F:36])([F:37])[F:35])=[CH:32][CH:33]=2)[CH:17]=[C:18]([O:20][CH2:21][C:22]2[CH:23]=[CH:24][CH:25]=[CH:26][CH:27]=2)[CH:19]=1)[CH2:2][CH2:3][CH3:4])[CH3:10]. The yield is 0.660. (4) The reactants are [CH3:1]C(C)=O.[CH2:5]([C:7]1[C:8]([C:29]2[CH:34]=[CH:33][C:32]([OH:35])=[CH:31][CH:30]=2)=[N:9][N:10]([C:19]2[CH:24]=[CH:23][CH:22]=[CH:21][C:20]=2[C:25]([F:28])([F:27])[F:26])[C:11]=1[C:12]1[CH:17]=[CH:16][C:15]([OH:18])=[CH:14][CH:13]=1)[CH3:6].C(=O)([O-])[O-].[K+].[K+].COS(OC)(=O)=O. The catalyst is O. The product is [CH:8]#[N:9].[CH2:5]([C:7]1[C:8]([C:29]2[CH:30]=[CH:31][C:32]([O:35][CH3:1])=[CH:33][CH:34]=2)=[N:9][N:10]([C:19]2[CH:24]=[CH:23][CH:22]=[CH:21][C:20]=2[C:25]([F:28])([F:27])[F:26])[C:11]=1[C:12]1[CH:17]=[CH:16][C:15]([OH:18])=[CH:14][CH:13]=1)[CH3:6]. The yield is 0.00100. (5) The product is [NH2:8][C@@H:9]([CH2:13][NH:14][C:15]([C:17]1[N:18]=[C:19]([C:35]#[N:36])[C:20]2[C:25]([C:26]=1[OH:27])=[CH:24][CH:23]=[C:22]([O:28][C:29]1[CH:34]=[CH:33][CH:32]=[CH:31][CH:30]=1)[CH:21]=2)=[O:16])[C:10]([OH:12])=[O:11]. The reactants are C(OC([NH:8][C@@H:9]([CH2:13][NH:14][C:15]([C:17]1[N:18]=[C:19]([C:35]#[N:36])[C:20]2[C:25]([C:26]=1[OH:27])=[CH:24][CH:23]=[C:22]([O:28][C:29]1[CH:34]=[CH:33][CH:32]=[CH:31][CH:30]=1)[CH:21]=2)=[O:16])[C:10]([OH:12])=[O:11])=O)(C)(C)C.C(O)(C(F)(F)F)=O. The catalyst is C(Cl)Cl. The yield is 0.810. (6) The reactants are C([N:8]1[C@H:12]([CH3:13])[CH2:11][CH2:10][C@H:9]1[CH2:14][O:15][C:16]1[CH:25]=[CH:24][C:19]([C:20]([O:22][CH3:23])=[O:21])=[CH:18][CH:17]=1)(OC(C)(C)C)=O.FC(F)(F)C(O)=O. The catalyst is C(Cl)Cl. The product is [CH3:13][C@H:12]1[NH:8][C@H:9]([CH2:14][O:15][C:16]2[CH:25]=[CH:24][C:19]([C:20]([O:22][CH3:23])=[O:21])=[CH:18][CH:17]=2)[CH2:10][CH2:11]1. The yield is 0.950. (7) The reactants are [CH2:1]([O:3][C:4](=[O:37])[C:5]([CH3:36])([O:28][C:29]1[CH:34]=[CH:33][CH:32]=[CH:31][C:30]=1[CH3:35])[CH:6]([C:14]1[CH:19]=[CH:18][C:17]([O:20]CC2C=CC=CC=2)=[CH:16][CH:15]=1)OC(=O)C(F)(F)F)[CH3:2]. The catalyst is C(OCC)(=O)C.[Pd]. The product is [CH2:1]([O:3][C:4](=[O:37])[C:5]([CH3:36])([O:28][C:29]1[CH:34]=[CH:33][CH:32]=[CH:31][C:30]=1[CH3:35])[CH2:6][C:14]1[CH:15]=[CH:16][C:17]([OH:20])=[CH:18][CH:19]=1)[CH3:2]. The yield is 1.00. (8) The yield is 0.330. The product is [NH2:8][C:9]1[N:14]=[C:13]([CH3:15])[N:12]=[C:11]([C:16]2[C:17]([NH:26][C:27]3[CH:28]=[N:29][C:30]([O:33][CH3:34])=[CH:31][CH:32]=3)=[N:18][C:19]3[C:24]([CH:25]=2)=[CH:23][CH:22]=[CH:21][CH:20]=3)[N:10]=1. The catalyst is C(O)(C(F)(F)F)=O.FC(F)(F)S(O)(=O)=O. The reactants are COC1C=CC(C[N:8](CC2C=CC(OC)=CC=2)[C:9]2[N:14]=[C:13]([CH3:15])[N:12]=[C:11]([C:16]3[C:17]([NH:26][C:27]4[CH:28]=[N:29][C:30]([O:33][CH3:34])=[CH:31][CH:32]=4)=[N:18][C:19]4[C:24]([CH:25]=3)=[CH:23][CH:22]=[CH:21][CH:20]=4)[N:10]=2)=CC=1. (9) The reactants are S[C:2]1[N:3]=[C:4]([OH:14])[C:5]2[CH2:13][CH2:12][CH2:11][CH2:10][CH2:9][CH2:8][C:6]=2[N:7]=1. The catalyst is [Ni].CCO. The product is [N:7]1[C:6]2[CH2:8][CH2:9][CH2:10][CH2:11][CH2:12][CH2:13][C:5]=2[C:4]([OH:14])=[N:3][CH:2]=1. The yield is 0.780.